This data is from Catalyst prediction with 721,799 reactions and 888 catalyst types from USPTO. The task is: Predict which catalyst facilitates the given reaction. (1) Reactant: Br[C:2]1[N:3]=[C:4]2[C:10]([CH2:11][O:12][CH2:13][C:14]3[C:19]([Cl:20])=[CH:18][CH:17]=[C:16]([F:21])[C:15]=3[Cl:22])=[CH:9][NH:8][C:5]2=[N:6][CH:7]=1.[C:23]([O:27][C:28]([N:30]1[CH2:35][CH2:34][CH:33]([N:36]2[CH:40]=[C:39](B3OC(C)(C)C(C)(C)O3)[CH:38]=[N:37]2)[CH2:32][CH2:31]1)=[O:29])([CH3:26])([CH3:25])[CH3:24].C([O-])([O-])=O.[Na+].[Na+]. Product: [C:23]([O:27][C:28]([N:30]1[CH2:31][CH2:32][CH:33]([N:36]2[CH:40]=[C:39]([C:2]3[N:3]=[C:4]4[C:10]([CH2:11][O:12][CH2:13][C:14]5[C:19]([Cl:20])=[CH:18][CH:17]=[C:16]([F:21])[C:15]=5[Cl:22])=[CH:9][NH:8][C:5]4=[N:6][CH:7]=3)[CH:38]=[N:37]2)[CH2:34][CH2:35]1)=[O:29])([CH3:26])([CH3:24])[CH3:25]. The catalyst class is: 600. (2) Reactant: [O:1]1[C:5]2([CH2:10][CH2:9][CH:8]([NH:11]CCC)[CH2:7][CH2:6]2)[O:4][CH2:3][CH2:2]1.N. Product: [O:1]1[C:5]2([CH2:10][CH2:9][CH:8]([NH2:11])[CH2:7][CH2:6]2)[O:4][CH2:3][CH2:2]1. The catalyst class is: 5.